Dataset: Forward reaction prediction with 1.9M reactions from USPTO patents (1976-2016). Task: Predict the product of the given reaction. (1) Given the reactants [NH2:1][C@H:2]1[C:11]2[C:6](=[CH:7][CH:8]=[CH:9][CH:10]=2)[N:5]([C:12](=[O:14])[CH3:13])[C@@H:4]([CH3:15])[C@@H:3]1[CH3:16].Br[C:18]1[CH:23]=[C:22]([CH3:24])[CH:21]=[CH:20][N:19]=1.CC(C)([O-])C.[Na+].CN(C1C(C2C(P(C3CCCCC3)C3CCCCC3)=CC=CC=2)=CC=CC=1)C, predict the reaction product. The product is: [CH3:15][C@H:4]1[C@H:3]([CH3:16])[C@@H:2]([NH:1][C:18]2[CH:23]=[C:22]([CH3:24])[CH:21]=[CH:20][N:19]=2)[C:11]2[C:6](=[CH:7][CH:8]=[CH:9][CH:10]=2)[N:5]1[C:12](=[O:14])[CH3:13]. (2) Given the reactants C(O[C:4]([C:6]1([CH2:19][CH2:20]OC)[CH2:11][CH2:10][N:9]([C:12](=[O:18])[CH2:13][CH2:14][CH:15]2[CH2:17][CH2:16]2)[CH2:8][CH2:7]1)=[O:5])C.[Cl-].C[Al+]C.[F:27][C:28]([F:38])([F:37])[O:29][C:30]1[CH:36]=[CH:35][C:33]([NH2:34])=[CH:32][CH:31]=1, predict the reaction product. The product is: [CH:15]1([CH2:14][CH2:13][C:12]([N:9]2[CH2:8][CH2:7][C:6]3([C:4](=[O:5])[N:34]([C:33]4[CH:35]=[CH:36][C:30]([O:29][C:28]([F:27])([F:37])[F:38])=[CH:31][CH:32]=4)[CH2:20][CH2:19]3)[CH2:11][CH2:10]2)=[O:18])[CH2:16][CH2:17]1. (3) Given the reactants CO.Cl.[N+:4]([C:7]1[CH:12]=[C:11]([N+:13]([O-])=O)[CH:10]=[CH:9][C:8]=1[CH2:16][C:17]([OH:19])=O)([O-])=O.[H][H], predict the reaction product. The product is: [NH2:13][C:11]1[CH:12]=[C:7]2[C:8]([CH2:16][C:17](=[O:19])[NH:4]2)=[CH:9][CH:10]=1. (4) Given the reactants [N:1]1[CH:6]=[CH:5][C:4]([NH:7][S:8]([C:11]2[C:16]([Cl:17])=[CH:15][CH:14]=[C:13]([N+:18]([O-:20])=[O:19])[C:12]=2Cl)(=[O:10])=[O:9])=[CH:3][CH:2]=1.[H-].[Na+].[OH2:24], predict the reaction product. The product is: [N:1]1[CH:6]=[CH:5][C:4]([NH:7][S:8]([C:11]2[C:16]([Cl:17])=[CH:15][CH:14]=[C:13]([N+:18]([O-:20])=[O:19])[C:12]=2[OH:24])(=[O:10])=[O:9])=[CH:3][CH:2]=1. (5) Given the reactants C(O)(=O)C(O)=O.[CH2:7]([NH:9][NH2:10])[CH3:8].C(N(CC)CC)C.[C:18](OC)(=[O:23])[CH2:19][C:20]([CH3:22])=O, predict the reaction product. The product is: [CH2:7]([N:9]1[C:18]([OH:23])=[CH:19][C:20]([CH3:22])=[N:10]1)[CH3:8]. (6) Given the reactants [N+:1]([C:4]1[CH:23]=[CH:22][C:7]([C:8]([O:10][CH2:11][C@H:12]2[CH2:16][C@H:15]([O:17]S(C)(=O)=O)[CH2:14][O:13]2)=[O:9])=[CH:6][CH:5]=1)([O-:3])=[O:2].[Cl:24][C:25]1[CH:34]=[C:33](O)[C:32]([Cl:36])=[C:31]2[C:26]=1[CH2:27][CH2:28][NH:29][C:30]2=[O:37].C(=O)([O-])[O-].[Cs+].[Cs+], predict the reaction product. The product is: [Cl:24][C:25]1[CH:34]=[C:33]([O:17][C@H:15]2[CH2:14][O:13][C@@H:12]([CH2:11][O:10][C:8](=[O:9])[C:7]3[CH:22]=[CH:23][C:4]([N+:1]([O-:3])=[O:2])=[CH:5][CH:6]=3)[CH2:16]2)[C:32]([Cl:36])=[C:31]2[C:26]=1[CH2:27][CH2:28][NH:29][C:30]2=[O:37].